From a dataset of Full USPTO retrosynthesis dataset with 1.9M reactions from patents (1976-2016). Predict the reactants needed to synthesize the given product. (1) Given the product [CH3:7][CH:2]1[CH:3]=[C:4]([N+:20]([O-:22])=[O:21])[CH:5]=[CH:6][N:1]1[OH:8], predict the reactants needed to synthesize it. The reactants are: [N+:1]1([O-:8])[C:2]([CH3:7])=[CH:3][CH:4]=[CH:5][CH:6]=1.S(=O)(=O)(O)O.C(=O)([O-])[O-].[Na+].[Na+].[N+:20]([O-])([OH:22])=[O:21]. (2) The reactants are: [F:1][C:2]1[C:21]([F:22])=[C:20]([O:23][CH3:24])[C:19]([F:25])=[C:18]([F:26])[C:3]=1[CH2:4][CH:5]1[C:9]2=[N:10][C:11]3[CH:16]=[CH:15][CH:14]=[CH:13][C:12]=3[N:8]2[C:7](=[O:17])[NH:6]1.[NH2:27][C@H:28]1[CH2:33][CH2:32][C@H:31]([OH:34])[CH2:30][CH2:29]1. Given the product [NH:8]1[C:12]2[CH:13]=[CH:14][CH:15]=[CH:16][C:11]=2[N:10]=[C:9]1[CH:5]([NH:6][C:7]([NH:27][C@H:28]1[CH2:33][CH2:32][C@H:31]([OH:34])[CH2:30][CH2:29]1)=[O:17])[CH2:4][C:3]1[C:2]([F:1])=[C:21]([F:22])[C:20]([O:23][CH3:24])=[C:19]([F:25])[C:18]=1[F:26], predict the reactants needed to synthesize it. (3) Given the product [F:35][C:36]1[C:41]([C:7]2[CH:8]=[C:9]3[C@@:20]4([CH2:24][O:23][C:22]([NH2:25])=[N:21]4)[C:19]4[C:14](=[N:15][CH:16]=[C:17]([C:26]5[CH:31]=[CH:30][C:29]([CH3:32])=[CH:28][CH:27]=5)[CH:18]=4)[O:13][C:10]3=[CH:11][CH:12]=2)=[CH:40][CH:39]=[CH:38][N:37]=1, predict the reactants needed to synthesize it. The reactants are: FC(F)(F)S(O[C:7]1[CH:8]=[C:9]2[C@@:20]3([CH2:24][O:23][C:22]([NH2:25])=[N:21]3)[C:19]3[C:14](=[N:15][CH:16]=[C:17]([C:26]4[CH:31]=[CH:30][C:29]([CH3:32])=[CH:28][CH:27]=4)[CH:18]=3)[O:13][C:10]2=[CH:11][CH:12]=1)(=O)=O.[F:35][C:36]1[C:41](B(O)O)=[CH:40][CH:39]=[CH:38][N:37]=1.C(=O)([O-])[O-].[K+].[K+]. (4) Given the product [Cl:1][C:2]1[CH:7]=[CH:6][CH:5]=[CH:4][C:3]=1[CH:8]([C:11]1[CH:16]=[CH:15][CH:14]=[CH:13][C:12]=1[Cl:17])[NH2:9], predict the reactants needed to synthesize it. The reactants are: [Cl:1][C:2]1[CH:7]=[CH:6][CH:5]=[CH:4][C:3]=1[C:8]([C:11]1[CH:16]=[CH:15][CH:14]=[CH:13][C:12]=1[Cl:17])=[N:9]O.N.C([O-])(=O)C.[NH4+]. (5) Given the product [Cl:1][C:2]1[CH:3]=[C:4]([CH:19]=[CH:20][C:21]=1[O:22][CH:23]([CH3:25])[CH3:24])[C:5]([NH:27][N:26]([CH2:28][CH2:29][C:30]#[N:31])[CH2:44][C:43]1[CH:46]=[CH:47][C:40]([O:39][CH2:32][C:33]2[CH:38]=[CH:37][CH:36]=[CH:35][CH:34]=2)=[CH:41][CH:42]=1)=[O:6], predict the reactants needed to synthesize it. The reactants are: [Cl:1][C:2]1[CH:3]=[C:4]([CH:19]=[CH:20][C:21]=1[O:22][CH:23]([CH3:25])[CH3:24])[C:5](OC1C(F)=C(F)C(F)=C(F)C=1F)=[O:6].[NH:26]([CH2:28][CH2:29][C:30]#[N:31])[NH2:27].[CH2:32]([O:39][C:40]1[CH:47]=[CH:46][C:43]([CH:44]=O)=[CH:42][CH:41]=1)[C:33]1[CH:38]=[CH:37][CH:36]=[CH:35][CH:34]=1.C([BH3-])#N.[Na+].O.C1(C)C=CC(S(O)(=O)=O)=CC=1. (6) Given the product [CH2:1]([O:3][C:4]([C:6]1[C:7]([C:12]2[C:13]([C:18]3[CH:23]=[C:22]([Cl:24])[CH:21]=[CH:20][C:19]=3[O:25][CH2:27][CH:28]([CH3:30])[CH3:29])=[CH:14][CH:15]=[CH:16][CH:17]=2)=[CH:8][CH:9]=[CH:10][CH:11]=1)=[O:5])[CH3:2], predict the reactants needed to synthesize it. The reactants are: [CH2:1]([O:3][C:4]([C:6]1[C:7]([C:12]2[C:13]([C:18]3[CH:23]=[C:22]([Cl:24])[CH:21]=[CH:20][C:19]=3[OH:25])=[CH:14][CH:15]=[CH:16][CH:17]=2)=[CH:8][CH:9]=[CH:10][CH:11]=1)=[O:5])[CH3:2].Br[CH2:27][CH:28]([CH3:30])[CH3:29].